This data is from Forward reaction prediction with 1.9M reactions from USPTO patents (1976-2016). The task is: Predict the product of the given reaction. (1) Given the reactants [F:1][C:2]1[CH:17]=[CH:16][C:5]2[N:6]([CH2:11][C@H:12]([CH3:15])[CH2:13]I)[C:7](=[O:10])[CH2:8][O:9][C:4]=2[CH:3]=1.[CH2:18]([CH:22]1[CH2:28][CH:27]2[NH:29][CH:24]([CH2:25][CH2:26]2)[CH2:23]1)[CH2:19][CH2:20][CH3:21], predict the reaction product. The product is: [CH2:18]([CH:22]1[CH2:23][CH:24]2[N:29]([CH2:13][C@@H:12]([CH3:15])[CH2:11][N:6]3[C:5]4[CH:16]=[CH:17][C:2]([F:1])=[CH:3][C:4]=4[O:9][CH2:8][C:7]3=[O:10])[CH:27]([CH2:26][CH2:25]2)[CH2:28]1)[CH2:19][CH2:20][CH3:21]. (2) The product is: [CH3:1][O:2][C:3]1[CH:8]=[C:7]([CH:6]=[C:5]([S:12]([CH2:15][CH2:16][O:17][CH2:18][CH2:19][O:20][CH2:21][CH2:22][O:23][CH3:24])(=[O:14])=[O:13])[CH:4]=1)[NH2:9]. Given the reactants [CH3:1][O:2][C:3]1[CH:8]=[C:7]([N+:9]([O-])=O)[CH:6]=[C:5]([S:12]([CH2:15][CH2:16][O:17][CH2:18][CH2:19][O:20][CH2:21][CH2:22][O:23][CH3:24])(=[O:14])=[O:13])[CH:4]=1, predict the reaction product. (3) Given the reactants [Cl:1][C:2]1[C:7]([O:8][CH3:9])=[CH:6][C:5]([O:10][CH3:11])=[CH:4][C:3]=1[C:12]1[C:23](=[O:24])[NH:22][C:15]2[N:16]=[C:17]([S:20][CH3:21])[N:18]=[CH:19][C:14]=2[CH:13]=1.CS(O[CH2:30][CH2:31][C:32]1[CH:37]=[CH:36][C:35]([NH:38][C:39]([O:41][C:42]([CH3:45])([CH3:44])[CH3:43])=[O:40])=[CH:34][N:33]=1)(=O)=O.C([O-])([O-])=O.[K+].[K+].O, predict the reaction product. The product is: [Cl:1][C:2]1[C:7]([O:8][CH3:9])=[CH:6][C:5]([O:10][CH3:11])=[CH:4][C:3]=1[C:12]1[C:23](=[O:24])[N:22]([CH2:30][CH2:31][C:32]2[N:33]=[CH:34][C:35]([NH:38][C:39](=[O:40])[O:41][C:42]([CH3:45])([CH3:44])[CH3:43])=[CH:36][CH:37]=2)[C:15]2[N:16]=[C:17]([S:20][CH3:21])[N:18]=[CH:19][C:14]=2[CH:13]=1. (4) Given the reactants Br[C:2]1[CH:7]=[CH:6][C:5]([C:8]2[N:9]([CH2:13][CH:14]3[CH2:18][CH2:17][N:16]([C:19]([CH:21]4[CH2:23][CH2:22]4)=[O:20])[CH2:15]3)[CH:10]=[CH:11][N:12]=2)=[CH:4][CH:3]=1.[CH3:24][O:25][C:26]1[CH:31]=[CH:30][C:29](B(O)O)=[CH:28][CH:27]=1, predict the reaction product. The product is: [CH:21]1([C:19]([N:16]2[CH2:17][CH2:18][CH:14]([CH2:13][N:9]3[CH:10]=[CH:11][N:12]=[C:8]3[C:5]3[CH:6]=[CH:7][C:2]([C:29]4[CH:30]=[CH:31][C:26]([O:25][CH3:24])=[CH:27][CH:28]=4)=[CH:3][CH:4]=3)[CH2:15]2)=[O:20])[CH2:23][CH2:22]1. (5) Given the reactants [CH3:1][O:2][C:3]1[CH:8]=[CH:7][CH:6]=[C:5]([O:9][CH3:10])[CH:4]=1.[Br:11][CH2:12][C:13](Br)=[O:14].[Al+3].[Cl-].[Cl-].[Cl-], predict the reaction product. The product is: [Br:11][CH2:12][C:13]([C:6]1[CH:7]=[CH:8][C:3]([O:2][CH3:1])=[CH:4][C:5]=1[O:9][CH3:10])=[O:14]. (6) Given the reactants [C:1]([O:5][C:6]([N:8]1[CH2:13][CH2:12][CH:11]([O:14][C:15]2[CH:20]=[CH:19][C:18]([N+:21]([O-])=O)=[CH:17][C:16]=2[O:24][CH3:25])[CH2:10][CH2:9]1)=[O:7])([CH3:4])([CH3:3])[CH3:2], predict the reaction product. The product is: [C:1]([O:5][C:6]([N:8]1[CH2:9][CH2:10][CH:11]([O:14][C:15]2[CH:20]=[CH:19][C:18]([NH2:21])=[CH:17][C:16]=2[O:24][CH3:25])[CH2:12][CH2:13]1)=[O:7])([CH3:4])([CH3:3])[CH3:2]. (7) Given the reactants [C:1]([N:4]1[CH2:9][CH2:8][CH:7]([NH:10][C:11](=[O:19])[C:12]2[CH:17]=[CH:16][C:15]([F:18])=[CH:14][CH:13]=2)[CH2:6][CH2:5]1)(=[O:3])[CH3:2].[H-].[Na+].[CH3:22]I.[C:24]([O:27][CH2:28][CH3:29])(=O)C, predict the reaction product. The product is: [CH:28]([O:27][CH:17]([CH3:16])[CH3:12])([CH3:29])[CH3:22].[C:1]([N:4]1[CH2:9][CH2:8][CH:7]([N:10]([CH3:24])[C:11](=[O:19])[C:12]2[CH:13]=[CH:14][C:15]([F:18])=[CH:16][CH:17]=2)[CH2:6][CH2:5]1)(=[O:3])[CH3:2].